This data is from NCI-60 drug combinations with 297,098 pairs across 59 cell lines. The task is: Regression. Given two drug SMILES strings and cell line genomic features, predict the synergy score measuring deviation from expected non-interaction effect. (1) Drug 1: CC1=C2C(C(=O)C3(C(CC4C(C3C(C(C2(C)C)(CC1OC(=O)C(C(C5=CC=CC=C5)NC(=O)OC(C)(C)C)O)O)OC(=O)C6=CC=CC=C6)(CO4)OC(=O)C)O)C)O. Drug 2: CC(C)NC(=O)C1=CC=C(C=C1)CNNC.Cl. Synergy scores: CSS=4.60, Synergy_ZIP=-4.18, Synergy_Bliss=-1.71, Synergy_Loewe=-0.421, Synergy_HSA=-0.421. Cell line: SK-MEL-28. (2) Drug 1: CC1=C(C=C(C=C1)NC2=NC=CC(=N2)N(C)C3=CC4=NN(C(=C4C=C3)C)C)S(=O)(=O)N.Cl. Drug 2: C1=CC=C(C=C1)NC(=O)CCCCCCC(=O)NO. Cell line: DU-145. Synergy scores: CSS=17.0, Synergy_ZIP=-3.58, Synergy_Bliss=-4.37, Synergy_Loewe=-46.0, Synergy_HSA=-5.65. (3) Drug 1: C1=CC(=CC=C1CC(C(=O)O)N)N(CCCl)CCCl.Cl. Drug 2: C1=NC2=C(N1)C(=S)N=CN2. Cell line: NCI-H226. Synergy scores: CSS=1.75, Synergy_ZIP=-9.73, Synergy_Bliss=-18.9, Synergy_Loewe=-29.9, Synergy_HSA=-18.3. (4) Drug 1: CC1C(C(=O)NC(C(=O)N2CCCC2C(=O)N(CC(=O)N(C(C(=O)O1)C(C)C)C)C)C(C)C)NC(=O)C3=C4C(=C(C=C3)C)OC5=C(C(=O)C(=C(C5=N4)C(=O)NC6C(OC(=O)C(N(C(=O)CN(C(=O)C7CCCN7C(=O)C(NC6=O)C(C)C)C)C)C(C)C)C)N)C. Drug 2: CC1CCCC2(C(O2)CC(NC(=O)CC(C(C(=O)C(C1O)C)(C)C)O)C(=CC3=CSC(=N3)C)C)C. Cell line: SR. Synergy scores: CSS=86.6, Synergy_ZIP=1.47, Synergy_Bliss=1.63, Synergy_Loewe=-0.305, Synergy_HSA=3.05. (5) Cell line: SN12C. Drug 2: C1CN(CCN1C(=O)CCBr)C(=O)CCBr. Drug 1: C(CC(=O)O)C(=O)CN.Cl. Synergy scores: CSS=34.1, Synergy_ZIP=-1.71, Synergy_Bliss=7.12, Synergy_Loewe=-7.00, Synergy_HSA=8.15.